Task: Predict the product of the given reaction.. Dataset: Forward reaction prediction with 1.9M reactions from USPTO patents (1976-2016) (1) Given the reactants Br[C:2]1[C:13](=[O:14])[N:12]([CH2:15][CH2:16][O:17][CH:18]2[CH2:21][N:20]([C:22]([O:24][C:25]([CH3:28])([CH3:27])[CH3:26])=[O:23])[CH2:19]2)[C:5]2[N:6]=[C:7]([S:10][CH3:11])[N:8]=[CH:9][C:4]=2[CH:3]=1.CCO.[Cl:32][C:33]1[CH:38]=[C:37]([C:39]2[CH:44]=[N:43][CH:42]=[C:41]([CH3:45])[N:40]=2)[CH:36]=[CH:35][C:34]=1B(O)O.C([O-])([O-])=O.[Cs+].[Cs+], predict the reaction product. The product is: [Cl:32][C:33]1[CH:38]=[C:37]([C:39]2[CH:44]=[N:43][CH:42]=[C:41]([CH3:45])[N:40]=2)[CH:36]=[CH:35][C:34]=1[C:2]1[C:13](=[O:14])[N:12]([CH2:15][CH2:16][O:17][CH:18]2[CH2:19][N:20]([C:22]([O:24][C:25]([CH3:26])([CH3:27])[CH3:28])=[O:23])[CH2:21]2)[C:5]2[N:6]=[C:7]([S:10][CH3:11])[N:8]=[CH:9][C:4]=2[CH:3]=1. (2) Given the reactants O1CCCC1.[OH-].[Li+].C([O:10][C:11]([C:13]1[NH:14][C:15]2[C:20]([CH:21]=1)=[CH:19][C:18]([F:22])=[CH:17][C:16]=2[Br:23])=[O:12])C, predict the reaction product. The product is: [Br:23][C:16]1[CH:17]=[C:18]([F:22])[CH:19]=[C:20]2[C:15]=1[NH:14][C:13]([C:11]([OH:12])=[O:10])=[CH:21]2. (3) The product is: [ClH:1].[ClH:26].[Cl:1][C:2]1[CH:7]=[C:6]([C:8]([CH:10]2[CH2:11][CH2:12]2)=[O:9])[CH:5]=[N:4][C:3]=1[N:13]1[CH2:18][CH2:17][NH:16][CH2:15][CH2:14]1. Given the reactants [Cl:1][C:2]1[C:3]([N:13]2[CH2:18][CH2:17][N:16](C(OC(C)(C)C)=O)[CH2:15][CH2:14]2)=[N:4][CH:5]=[C:6]([C:8]([CH:10]2[CH2:12][CH2:11]2)=[O:9])[CH:7]=1.[ClH:26], predict the reaction product. (4) Given the reactants [CH:1]1[C:6]([C:7]#[N:8])=[CH:5][N:4]=[C:3](Cl)[CH:2]=1.[CH2:10]([NH2:13])[CH2:11][NH2:12], predict the reaction product. The product is: [NH2:12][CH2:11][CH2:10][NH:13][C:3]1[N:4]=[CH:5][C:6]([C:7]#[N:8])=[CH:1][CH:2]=1.